This data is from Full USPTO retrosynthesis dataset with 1.9M reactions from patents (1976-2016). The task is: Predict the reactants needed to synthesize the given product. (1) The reactants are: [Cl:1]C1C=C(C=C(Cl)C=1)CN1CCN(C(OC(C)(C)C)=O)CC1.[CH:23]1([C:26]2[C:27]([CH2:40][N:41]3[CH2:46][CH2:45][N:44]([C@@H:47]([C:49]4[CH:54]=[C:53]([Cl:55])[CH:52]=[C:51]([Cl:56])[CH:50]=4)[CH3:48])[C@@H:43]([CH3:57])[CH2:42]3)=[CH:28][C:29]([F:39])=[C:30]([CH:38]=2)[C:31]([O:33]C(C)(C)C)=[O:32])[CH2:25][CH2:24]1. Given the product [ClH:1].[CH:23]1([C:26]2[C:27]([CH2:40][N:41]3[CH2:46][CH2:45][N:44]([C@@H:47]([C:49]4[CH:54]=[C:53]([Cl:55])[CH:52]=[C:51]([Cl:56])[CH:50]=4)[CH3:48])[C@@H:43]([CH3:57])[CH2:42]3)=[CH:28][C:29]([F:39])=[C:30]([CH:38]=2)[C:31]([OH:33])=[O:32])[CH2:25][CH2:24]1, predict the reactants needed to synthesize it. (2) Given the product [NH2:12][C:13]1[CH:14]=[C:15]2[C:19](=[CH:20][CH:21]=1)[N:18]([CH3:22])[C:17](=[O:23])[CH2:16]2, predict the reactants needed to synthesize it. The reactants are: ClC1C=C(S([NH:12][C:13]2[CH:14]=[C:15]3[C:19](=[CH:20][CH:21]=2)[N:18]([CH3:22])[C:17](=[O:23])[CH2:16]3)(=O)=O)C=C(Cl)C=1. (3) Given the product [CH3:33][O:32][N:31]([CH3:30])[C:12]([CH:10]1[CH2:9][N:8]([C:6]([O:5][C:1]([CH3:2])([CH3:3])[CH3:4])=[O:7])[CH2:11]1)=[O:14], predict the reactants needed to synthesize it. The reactants are: [C:1]([O:5][C:6]([N:8]1[CH2:11][CH:10]([C:12]([OH:14])=O)[CH2:9]1)=[O:7])([CH3:4])([CH3:3])[CH3:2].OC1C2N=NNC=2C=CC=1.C(Cl)CCl.Cl.[CH3:30][NH:31][O:32][CH3:33]. (4) Given the product [CH:12]([C:15]1[CH:20]=[C:19]([CH:21]([CH3:22])[CH3:23])[CH:18]=[C:17]([CH:24]([CH3:26])[CH3:25])[C:16]=1[S:27]([N:1]1[C:5]2[CH:6]=[CH:7][CH:8]=[CH:9][C:4]=2[N:3]=[CH:2]1)(=[O:29])=[O:28])([CH3:13])[CH3:14], predict the reactants needed to synthesize it. The reactants are: [N:1]1[C:5]2[CH:6]=[CH:7][CH:8]=[CH:9][C:4]=2[NH:3][CH:2]=1.[H-].[Na+].[CH:12]([C:15]1[CH:20]=[C:19]([CH:21]([CH3:23])[CH3:22])[CH:18]=[C:17]([CH:24]([CH3:26])[CH3:25])[C:16]=1[S:27](Cl)(=[O:29])=[O:28])([CH3:14])[CH3:13].